Dataset: Forward reaction prediction with 1.9M reactions from USPTO patents (1976-2016). Task: Predict the product of the given reaction. (1) Given the reactants [C:1]([OH:9])(=[O:8])[CH2:2][O:3][CH2:4][C:5]([OH:7])=O.[CH3:10]S(C)=O.[CH3:14][OH:15], predict the reaction product. The product is: [CH3:14][O:15][C:5](=[O:7])[CH2:4][O:3][CH2:2][C:1]([O:9][CH3:10])=[O:8]. (2) Given the reactants [Cl:1][C:2]1[CH:3]=[C:4]([CH:8]=[C:9]([N:11]([S:13]([CH3:16])(=[O:15])=[O:14])[CH3:12])[N:10]=1)[C:5]([OH:7])=O.[F:17][C:18]1[CH:19]=[C:20]2[C:24](=[CH:25][CH:26]=1)[NH:23][CH2:22][CH2:21]2.CN(C(ON1N=NC2C=CC=CC1=2)=[N+](C)C)C.[B-](F)(F)(F)F, predict the reaction product. The product is: [Cl:1][C:2]1[N:10]=[C:9]([N:11]([CH3:12])[S:13]([CH3:16])(=[O:15])=[O:14])[CH:8]=[C:4]([C:5]([N:23]2[C:24]3[C:20](=[CH:19][C:18]([F:17])=[CH:26][CH:25]=3)[CH2:21][CH2:22]2)=[O:7])[CH:3]=1. (3) Given the reactants C([Li])CCC.[CH3:6][N:7]1[CH:11]=[CH:10][N:9]=[N:8]1.[CH3:12][C:13]1[C:18]([CH:19]=[O:20])=[CH:17][CH:16]=[C:15]([CH3:21])[N:14]=1, predict the reaction product. The product is: [CH3:12][C:13]1[C:18]([CH:19]([C:11]2[N:7]([CH3:6])[N:8]=[N:9][CH:10]=2)[OH:20])=[CH:17][CH:16]=[C:15]([CH3:21])[N:14]=1. (4) Given the reactants [CH3:1][C:2]1[CH:3]=[C:4]([N:9]([CH2:24][CH2:25][C:26]2[CH:31]=[CH:30][C:29]([CH3:32])=[CH:28][CH:27]=2)[C:10]([CH:12](OS(C)(=O)=O)[C:13]2[CH:18]=[CH:17][CH:16]=[CH:15][CH:14]=2)=[O:11])[CH:5]=[CH:6][C:7]=1[CH3:8].[CH2:33]1[C:36]2([CH2:39][NH:38][CH2:37]2)[CH2:35][O:34]1, predict the reaction product. The product is: [CH3:1][C:2]1[CH:3]=[C:4]([N:9]([CH2:24][CH2:25][C:26]2[CH:27]=[CH:28][C:29]([CH3:32])=[CH:30][CH:31]=2)[C:10](=[O:11])[CH:12]([N:38]2[CH2:39][C:36]3([CH2:35][O:34][CH2:33]3)[CH2:37]2)[C:13]2[CH:18]=[CH:17][CH:16]=[CH:15][CH:14]=2)[CH:5]=[CH:6][C:7]=1[CH3:8]. (5) Given the reactants [NH2:1][C:2]1[C:3](=[O:10])[N:4]([CH3:9])[CH:5]=[C:6](Br)[CH:7]=1.CC(C1C=C(C(C)C)C(C2C=CC=CC=2P(C2CCCCC2)C2CCCCC2)=C(C(C)C)C=1)C.[CH3:45][N:46]([CH3:78])[C:47]1[CH:48]=[C:49]2[C:54](=[CH:55][CH:56]=1)[C:53](=[O:57])[N:52]([C:58]1[CH:68]=[CH:67][CH:66]=[C:65](B3OC(C)(C)C(C)(C)O3)[C:59]=1[CH2:60][O:61][C:62](=[O:64])[CH3:63])[CH2:51][CH2:50]2.P([O-])([O-])([O-])=O.[K+].[K+].[K+], predict the reaction product. The product is: [NH2:1][C:2]1[C:3](=[O:10])[N:4]([CH3:9])[CH:5]=[C:6]([C:65]2[CH:66]=[CH:67][CH:68]=[C:58]([N:52]3[CH2:51][CH2:50][C:49]4[C:54](=[CH:55][CH:56]=[C:47]([N:46]([CH3:78])[CH3:45])[CH:48]=4)[C:53]3=[O:57])[C:59]=2[CH2:60][O:61][C:62](=[O:64])[CH3:63])[CH:7]=1. (6) The product is: [Si:30]([O:29][CH2:28][C@H:27]([CH3:37])[O:26][C:24]1[CH:23]=[C:11]([CH:10]=[C:9]([OH:8])[CH:25]=1)[C:12]([NH:14][C:15]1[CH:19]=[CH:18][N:17]([CH:20]([CH3:21])[CH3:22])[N:16]=1)=[O:13])([C:33]([CH3:35])([CH3:36])[CH3:34])([CH3:32])[CH3:31]. Given the reactants C([O:8][C:9]1[CH:10]=[C:11]([CH:23]=[C:24]([O:26][C@@H:27]([CH3:37])[CH2:28][O:29][Si:30]([C:33]([CH3:36])([CH3:35])[CH3:34])([CH3:32])[CH3:31])[CH:25]=1)[C:12]([NH:14][C:15]1[CH:19]=[CH:18][N:17]([CH:20]([CH3:22])[CH3:21])[N:16]=1)=[O:13])C1C=CC=CC=1, predict the reaction product. (7) The product is: [CH2:3]([O:10][C:11]1[CH:20]=[C:19]2[C:14]([C:15]([NH:24][CH2:25][CH:26]([CH3:28])[CH3:27])=[C:16]([NH2:21])[CH:17]=[N:18]2)=[CH:13][CH:12]=1)[C:4]1[CH:5]=[CH:6][CH:7]=[CH:8][CH:9]=1. Given the reactants [BH4-].[Na+].[CH2:3]([O:10][C:11]1[CH:20]=[C:19]2[C:14]([C:15]([NH:24][CH2:25][CH:26]([CH3:28])[CH3:27])=[C:16]([N+:21]([O-])=O)[CH:17]=[N:18]2)=[CH:13][CH:12]=1)[C:4]1[CH:9]=[CH:8][CH:7]=[CH:6][CH:5]=1, predict the reaction product. (8) The product is: [Br:1][C:2]1[CH:3]=[CH:4][C:5]([CH2:8][NH:9][C:10]([N:49]2[CH2:50][CH2:51][CH:46]([C:44](=[O:45])[C:41]3[CH:42]=[CH:43][C:38]([Br:37])=[CH:39][CH:40]=3)[CH2:47][CH2:48]2)=[O:28])=[CH:6][CH:7]=1. Given the reactants [Br:1][C:2]1[CH:7]=[CH:6][C:5]([CH2:8][NH:9][C:10]2C=CC=CC=2)=[CH:4][CH:3]=1.C(N(C(C)C)C(C)C)C.ClC(Cl)([O:28]C(=O)OC(Cl)(Cl)Cl)Cl.[Br:37][C:38]1[CH:43]=[CH:42][C:41]([C:44]([CH:46]2[CH2:51][CH2:50][NH:49][CH2:48][CH2:47]2)=[O:45])=[CH:40][CH:39]=1, predict the reaction product. (9) Given the reactants Cl[C:2]1[CH:7]=[CH:6][N:5]=[C:4]2[CH:8]=[C:9]([C:11]3[O:12][CH:13]=[C:14]([C:16]([OH:19])([CH3:18])[CH3:17])[N:15]=3)[S:10][C:3]=12.[CH3:20][NH:21][C:22]([C:24]1[C:32]2[C:27](=[CH:28][C:29]([OH:33])=[CH:30][CH:31]=2)[N:26]([CH3:34])[C:25]=1[CH3:35])=[O:23].C([O-])([O-])=O.[Cs+].[Cs+], predict the reaction product. The product is: [CH3:20][NH:21][C:22]([C:24]1[C:32]2[C:27](=[CH:28][C:29]([O:33][C:2]3[CH:7]=[CH:6][N:5]=[C:4]4[CH:8]=[C:9]([C:11]5[O:12][CH:13]=[C:14]([C:16]([OH:19])([CH3:18])[CH3:17])[N:15]=5)[S:10][C:3]=34)=[CH:30][CH:31]=2)[N:26]([CH3:34])[C:25]=1[CH3:35])=[O:23].